This data is from NCI-60 drug combinations with 297,098 pairs across 59 cell lines. The task is: Regression. Given two drug SMILES strings and cell line genomic features, predict the synergy score measuring deviation from expected non-interaction effect. (1) Drug 1: CN1C(=O)N2C=NC(=C2N=N1)C(=O)N. Drug 2: CS(=O)(=O)CCNCC1=CC=C(O1)C2=CC3=C(C=C2)N=CN=C3NC4=CC(=C(C=C4)OCC5=CC(=CC=C5)F)Cl. Cell line: NCI-H522. Synergy scores: CSS=10.9, Synergy_ZIP=-4.88, Synergy_Bliss=1.38, Synergy_Loewe=-19.3, Synergy_HSA=-1.97. (2) Drug 1: CCCCC(=O)OCC(=O)C1(CC(C2=C(C1)C(=C3C(=C2O)C(=O)C4=C(C3=O)C=CC=C4OC)O)OC5CC(C(C(O5)C)O)NC(=O)C(F)(F)F)O. Drug 2: CN(CCCl)CCCl.Cl. Cell line: NCI-H522. Synergy scores: CSS=72.2, Synergy_ZIP=8.64, Synergy_Bliss=8.12, Synergy_Loewe=7.17, Synergy_HSA=9.39. (3) Drug 1: CCC1(C2=C(COC1=O)C(=O)N3CC4=CC5=C(C=CC(=C5CN(C)C)O)N=C4C3=C2)O. Drug 2: CC(C)(C#N)C1=CC=C(C=C1)N2C3=C4C=C(C=CC4=NC=C3N(C2=O)C)C5=CC6=CC=CC=C6N=C5. Cell line: UACC62. Synergy scores: CSS=74.5, Synergy_ZIP=2.02, Synergy_Bliss=1.12, Synergy_Loewe=7.36, Synergy_HSA=9.99.